Dataset: NCI-60 drug combinations with 297,098 pairs across 59 cell lines. Task: Regression. Given two drug SMILES strings and cell line genomic features, predict the synergy score measuring deviation from expected non-interaction effect. (1) Drug 1: CCN(CC)CCCC(C)NC1=C2C=C(C=CC2=NC3=C1C=CC(=C3)Cl)OC. Drug 2: C(CN)CNCCSP(=O)(O)O. Cell line: HOP-92. Synergy scores: CSS=35.4, Synergy_ZIP=3.44, Synergy_Bliss=-0.0576, Synergy_Loewe=-54.6, Synergy_HSA=-2.96. (2) Cell line: SK-MEL-2. Drug 2: CC1C(C(CC(O1)OC2CC(OC(C2O)C)OC3=CC4=CC5=C(C(=O)C(C(C5)C(C(=O)C(C(C)O)O)OC)OC6CC(C(C(O6)C)O)OC7CC(C(C(O7)C)O)OC8CC(C(C(O8)C)O)(C)O)C(=C4C(=C3C)O)O)O)O. Drug 1: C1=C(C(=O)NC(=O)N1)F. Synergy scores: CSS=28.7, Synergy_ZIP=2.13, Synergy_Bliss=0.890, Synergy_Loewe=0.141, Synergy_HSA=0.198. (3) Synergy scores: CSS=13.8, Synergy_ZIP=-14.5, Synergy_Bliss=-12.1, Synergy_Loewe=-12.6, Synergy_HSA=-8.93. Drug 1: C1=NC2=C(N1)C(=S)N=C(N2)N. Drug 2: CC1=C(C=C(C=C1)NC(=O)C2=CC=C(C=C2)CN3CCN(CC3)C)NC4=NC=CC(=N4)C5=CN=CC=C5. Cell line: SF-539. (4) Drug 1: C1CC(=O)NC(=O)C1N2C(=O)C3=CC=CC=C3C2=O. Drug 2: C1C(C(OC1N2C=NC3=C2NC=NCC3O)CO)O. Cell line: SK-OV-3. Synergy scores: CSS=4.82, Synergy_ZIP=-2.84, Synergy_Bliss=-1.95, Synergy_Loewe=0.139, Synergy_HSA=-1.89. (5) Drug 1: CN1C2=C(C=C(C=C2)N(CCCl)CCCl)N=C1CCCC(=O)O.Cl. Drug 2: CN(CCCl)CCCl.Cl. Cell line: SK-OV-3. Synergy scores: CSS=6.95, Synergy_ZIP=-4.25, Synergy_Bliss=-3.10, Synergy_Loewe=-2.74, Synergy_HSA=-0.498. (6) Drug 1: C1=C(C(=O)NC(=O)N1)F. Drug 2: CCN(CC)CCNC(=O)C1=C(NC(=C1C)C=C2C3=C(C=CC(=C3)F)NC2=O)C. Cell line: OVCAR-8. Synergy scores: CSS=37.3, Synergy_ZIP=3.17, Synergy_Bliss=1.07, Synergy_Loewe=-1.29, Synergy_HSA=-0.843. (7) Drug 2: C1CCC(CC1)NC(=O)N(CCCl)N=O. Cell line: EKVX. Drug 1: CC(CN1CC(=O)NC(=O)C1)N2CC(=O)NC(=O)C2. Synergy scores: CSS=15.1, Synergy_ZIP=-3.86, Synergy_Bliss=1.10, Synergy_Loewe=1.19, Synergy_HSA=2.97.